From a dataset of Reaction yield outcomes from USPTO patents with 853,638 reactions. Predict the reaction yield, written as a fraction of the theoretical maximum amount of product (1.0 means a 100% yield; for example, 0.34 means a 34% yield). (1) The catalyst is C(Cl)Cl.CO.C(Cl)Cl.CO. The yield is 0.760. The reactants are [CH3:1][N:2]1[CH:7]=[CH:6][C:5]2[C:8]([C:29]3[CH:34]=[CH:33][CH:32]=[CH:31][CH:30]=3)=[C:9]([C:11]3[CH:16]=[CH:15][C:14]([C:17]4([NH:21]C(=O)OC(C)(C)C)[CH2:20][CH2:19][CH2:18]4)=[CH:13][CH:12]=3)[O:10][C:4]=2[C:3]1=[O:35]. The product is [NH2:21][C:17]1([C:14]2[CH:13]=[CH:12][C:11]([C:9]3[O:10][C:4]4[C:3](=[O:35])[N:2]([CH3:1])[CH:7]=[CH:6][C:5]=4[C:8]=3[C:29]3[CH:34]=[CH:33][CH:32]=[CH:31][CH:30]=3)=[CH:16][CH:15]=2)[CH2:18][CH2:19][CH2:20]1. (2) The reactants are Cl[C:2]1[C:11]2[C:6](=[CH:7][C:8]([CH2:12][OH:13])=[CH:9][CH:10]=2)[N:5]=[C:4]([CH3:14])[CH:3]=1.[NH:15]1[CH2:19][CH2:18][CH2:17][CH2:16]1. No catalyst specified. The product is [CH3:14][C:4]1[CH:3]=[C:2]([N:15]2[CH2:19][CH2:18][CH2:17][CH2:16]2)[C:11]2[C:6](=[CH:7][C:8]([C:12]([N:15]3[CH2:19][CH2:18][CH2:17][CH2:16]3)=[O:13])=[CH:9][CH:10]=2)[N:5]=1. The yield is 0.540. (3) The reactants are [N+:1]([C:4]1[CH:12]=[C:11]2[C:7]([CH:8]=[CH:9][NH:10]2)=[CH:6][CH:5]=1)([O-:3])=[O:2].CCN(C(C)C)C(C)C.[C:22](Br)([CH3:25])([CH3:24])[CH3:23]. The catalyst is CCCC[N+](CCCC)(CCCC)CCCC.[I-].C1(C)C=CC=CC=1.[O-]S(C(F)(F)F)(=O)=O.[Zn+2].[O-]S(C(F)(F)F)(=O)=O. The product is [C:22]([C:8]1[C:7]2[C:11](=[CH:12][C:4]([N+:1]([O-:3])=[O:2])=[CH:5][CH:6]=2)[NH:10][CH:9]=1)([CH3:25])([CH3:24])[CH3:23]. The yield is 0.190. (4) The reactants are Br[C:2]1[CH:11]=[C:10]([CH3:12])[CH:9]=[CH:8][C:3]=1[C:4]([O:6][CH3:7])=[O:5].[K+].[CH:14]([B-](F)(F)F)=[CH2:15]. The catalyst is C(O)CC.C1C=CC(P(C2C=CC=CC=2)[C-]2C=CC=C2)=CC=1.C1C=CC(P(C2C=CC=CC=2)[C-]2C=CC=C2)=CC=1.Cl[Pd]Cl.[Fe+2]. The product is [CH:14]([C:2]1[CH:11]=[C:10]([CH3:12])[CH:9]=[CH:8][C:3]=1[C:4]([O:6][CH3:7])=[O:5])=[CH2:15]. The yield is 0.600. (5) The catalyst is CO. The reactants are [NH2:1][C:2]1[CH:7]=[CH:6][C:5]([C:8]2[C:9]([NH2:21])=[N:10][C:11]([NH2:20])=[N:12][C:13]=2[CH:14]2[CH2:19][CH2:18][CH2:17][CH2:16][CH2:15]2)=[CH:4][CH:3]=1.[CH3:22][S:23]([C:26]1[CH:33]=[CH:32][C:29]([CH:30]=O)=[CH:28][CH:27]=1)(=[O:25])=[O:24].[BH3-]C#N.[Na+].C(O)(=O)C. The yield is 0.150. The product is [CH:14]1([C:13]2[N:12]=[C:11]([NH2:20])[N:10]=[C:9]([NH2:21])[C:8]=2[C:5]2[CH:4]=[CH:3][C:2]([NH:1][CH2:30][C:29]3[CH:28]=[CH:27][C:26]([S:23]([CH3:22])(=[O:25])=[O:24])=[CH:33][CH:32]=3)=[CH:7][CH:6]=2)[CH2:19][CH2:18][CH2:17][CH2:16][CH2:15]1.